From a dataset of CYP3A4 inhibition data for predicting drug metabolism from PubChem BioAssay. Regression/Classification. Given a drug SMILES string, predict its absorption, distribution, metabolism, or excretion properties. Task type varies by dataset: regression for continuous measurements (e.g., permeability, clearance, half-life) or binary classification for categorical outcomes (e.g., BBB penetration, CYP inhibition). Dataset: cyp3a4_veith. The molecule is CC(=O)O[C@H]1C[C@@]2(C)[C@H](C[C@@H](O)[C@H]3[C@@]4(C)CC[C@@H](O)[C@@H](C)[C@H]4CC[C@@]32C)/C1=C(/CCC=C(C)C)C(=O)[O-].[Na+]. The result is 0 (non-inhibitor).